This data is from Reaction yield outcomes from USPTO patents with 853,638 reactions. The task is: Predict the reaction yield, written as a fraction of the theoretical maximum amount of product (1.0 means a 100% yield; for example, 0.34 means a 34% yield). (1) The reactants are Cl[C:2]1[CH:7]=[CH:6][NH:5][C:4](=[O:8])[C:3]=1[N+:9]([O-:11])=[O:10].[CH3:12][NH:13][CH3:14]. The catalyst is C1COCC1. The product is [CH3:12][N:13]([CH3:14])[C:2]1[CH:7]=[CH:6][NH:5][C:4](=[O:8])[C:3]=1[N+:9]([O-:11])=[O:10]. The yield is 0.940. (2) No catalyst specified. The product is [F:1][C:2]1[CH:3]=[CH:4][C:5]2[S:10][CH2:9][CH2:8][C:7](=[O:11])[NH:17][C:6]=2[CH:12]=1. The yield is 0.240. The reactants are [F:1][C:2]1[CH:3]=[CH:4][C:5]2[S:10][CH2:9][CH2:8][C:7](=[O:11])[C:6]=2[CH:12]=1.C(O)(=O)C.[N-:17]=[N+]=[N-].[Na+].S(=O)(=O)(O)O. (3) The product is [CH3:1][O:2][C:3]1[N:4]=[C:5]2[C:10](=[CH:11][CH:12]=1)[N:9]=[CH:8][CH:7]=[C:6]2[N:13]1[CH:21]=[C:20]2[C:15]([CH2:16][CH2:17][CH:18]([NH:22][CH2:31][CH2:30][CH2:29][C:23]3[CH:28]=[CH:27][CH:26]=[CH:25][CH:24]=3)[CH2:19]2)=[N:14]1. The yield is 0.360. The reactants are [CH3:1][O:2][C:3]1[N:4]=[C:5]2[C:10](=[CH:11][CH:12]=1)[N:9]=[CH:8][CH:7]=[C:6]2[N:13]1[CH:21]=[C:20]2[C:15]([CH2:16][CH2:17][CH:18]([NH2:22])[CH2:19]2)=[N:14]1.[C:23]1([CH2:29][CH2:30][CH:31]=O)[CH:28]=[CH:27][CH:26]=[CH:25][CH:24]=1.[BH-](OC(C)=O)(OC(C)=O)OC(C)=O.[Na+].O. The catalyst is ClC(Cl)C.C(O)(=O)C. (4) The reactants are C([O:3][C:4]([C:6]1[CH:7]=[C:8]2[C:13](=[CH:14][CH:15]=1)[NH:12][CH:11]([C:16]1[CH:17]=[N:18][CH:19]=[C:20]([C:22]3[CH:27]=[CH:26][C:25]([C:28]([CH3:31])([CH3:30])[CH3:29])=[CH:24][CH:23]=3)[CH:21]=1)[CH2:10][C:9]2([CH3:33])[CH3:32])=[O:5])C.Cl. The catalyst is C(O)C.O1CCCC1.[OH-].[Na+].O. The product is [C:28]([C:25]1[CH:24]=[CH:23][C:22]([C:20]2[CH:21]=[C:16]([CH:11]3[CH2:10][C:9]([CH3:33])([CH3:32])[C:8]4[C:13](=[CH:14][CH:15]=[C:6]([C:4]([OH:5])=[O:3])[CH:7]=4)[NH:12]3)[CH:17]=[N:18][CH:19]=2)=[CH:27][CH:26]=1)([CH3:31])([CH3:29])[CH3:30]. The yield is 0.900. (5) The product is [C:17]([O:16][C:14]([N:9]1[C@H:8]([C:21]([OH:23])=[O:22])[CH2:7][C:6]2[C:11](=[CH:12][CH:13]=[C:4]([N+:1]([O-:3])=[O:2])[CH:5]=2)[CH2:10]1)=[O:15])([CH3:20])([CH3:18])[CH3:19]. The yield is 1.00. The catalyst is C1COCC1.CCO. The reactants are [N+:1]([C:4]1[CH:5]=[C:6]2[C:11](=[CH:12][CH:13]=1)[CH2:10][N:9]([C:14]([O:16][C:17]([CH3:20])([CH3:19])[CH3:18])=[O:15])[C@H:8]([C:21]([O:23]CC)=[O:22])[CH2:7]2)([O-:3])=[O:2].[OH-].[Li+].Cl. (6) The reactants are [CH:1]1([NH2+:7]C2CCCCC2)[CH2:6][CH2:5][CH2:4][CH2:3][CH2:2]1.[CH2:14]([C@H:18]1[O:20][C@@H:19]1[C:21]([O-:23])=O)[CH2:15][CH2:16][CH3:17].[C:24](Cl)(=[O:29])C(C)(C)C.[O:31]1CCCC1. No catalyst specified. The product is [CH2:24]1[O:29][C:4]2[CH:5]=[CH:6][C:1]([NH:7][C:21]([C@@H:19]3[C@@H:18]([CH2:14][CH2:15][CH2:16][CH3:17])[O:20]3)=[O:23])=[CH:2][C:3]=2[O:31]1. The yield is 1.00. (7) The reactants are Cl.Br[C:3]1[CH:4]=[C:5]2[C:10](=[CH:11][C:12]=1[O:13][CH3:14])[N:9]=[N:8][C:7]([C:15]([NH2:17])=[O:16])=[C:6]2[NH:18][C:19]1[CH:24]=[CH:23][C:22]([CH3:25])=[CH:21][C:20]=1[F:26].CC1(C)C(C)(C)OB([C:35]2[CH2:40][CH2:39][N:38]([C:41]([O:43][C:44]([CH3:47])([CH3:46])[CH3:45])=[O:42])[CH2:37][CH:36]=2)O1.P([O-])([O-])([O-])=O.[K+].[K+].[K+].C1(P(C2CCCCC2)C2C=CC=CC=2C2C(OC)=CC=CC=2OC)CCCCC1. The catalyst is C(O)CCC.O.C1C=CC(/C=C/C(/C=C/C2C=CC=CC=2)=O)=CC=1.C1C=CC(/C=C/C(/C=C/C2C=CC=CC=2)=O)=CC=1.C1C=CC(/C=C/C(/C=C/C2C=CC=CC=2)=O)=CC=1.[Pd].[Pd]. The product is [NH2:17][C:15]([C:7]1[N:8]=[N:9][C:10]2[C:5]([C:6]=1[NH:18][C:19]1[CH:24]=[CH:23][C:22]([CH3:25])=[CH:21][C:20]=1[F:26])=[CH:4][C:3]([C:35]1[CH2:40][CH2:39][N:38]([C:41]([O:43][C:44]([CH3:47])([CH3:46])[CH3:45])=[O:42])[CH2:37][CH:36]=1)=[C:12]([O:13][CH3:14])[CH:11]=2)=[O:16]. The yield is 0.960. (8) The reactants are [NH2:1][CH2:2][C@@H:3]([OH:33])[C@@H:4]([NH:12][C:13](=[O:32])[C:14]1[CH:19]=[C:18]([O:20][CH2:21][CH2:22][CH2:23][CH2:24][CH3:25])[CH:17]=[C:16]([N:26]2[CH2:30][CH2:29][CH2:28][C:27]2=[O:31])[CH:15]=1)[CH2:5][C:6]1[CH:11]=[CH:10][CH:9]=[CH:8][CH:7]=1.C(O[BH-](OC(=O)C)OC(=O)C)(=O)C.[Na+].[CH3:48][CH2:49][CH2:50][C:51](=O)[CH2:52][CH2:53][CH3:54].CC(O)=O. The catalyst is C(Cl)Cl. The product is [CH2:5]([C@H:4]([NH:12][C:13](=[O:32])[C:14]1[CH:19]=[C:18]([O:20][CH2:21][CH2:22][CH2:23][CH2:24][CH3:25])[CH:17]=[C:16]([N:26]2[CH2:30][CH2:29][CH2:28][C:27]2=[O:31])[CH:15]=1)[C@H:3]([OH:33])[CH2:2][NH:1][CH:51]([CH2:52][CH2:53][CH3:54])[CH2:50][CH2:49][CH3:48])[C:6]1[CH:11]=[CH:10][CH:9]=[CH:8][CH:7]=1. The yield is 0.110. (9) The reactants are [CH:1]1([S:4]([N:7]2[CH:11]=[C:10]([C:12]3[N:17]=[C:16]([NH:18][C:19]4[N:24]=[CH:23][C:22]5[C:25]([C:31]6[CH2:32][O:33][CH2:34][CH:35]=6)=[N:26][N:27]([CH:28]([CH3:30])[CH3:29])[C:21]=5[CH:20]=4)[CH:15]=[CH:14][N:13]=3)[CH:9]=[N:8]2)(=[O:6])=[O:5])[CH2:3][CH2:2]1.[H][H]. The catalyst is CO.CCOC(C)=O.[OH-].[Pd+2].[OH-]. The product is [CH:1]1([S:4]([N:7]2[CH:11]=[C:10]([C:12]3[N:17]=[C:16]([NH:18][C:19]4[N:24]=[CH:23][C:22]5[C:25]([CH:31]6[CH2:35][CH2:34][O:33][CH2:32]6)=[N:26][N:27]([CH:28]([CH3:30])[CH3:29])[C:21]=5[CH:20]=4)[CH:15]=[CH:14][N:13]=3)[CH:9]=[N:8]2)(=[O:5])=[O:6])[CH2:3][CH2:2]1. The yield is 0.0500.